The task is: Regression. Given two drug SMILES strings and cell line genomic features, predict the synergy score measuring deviation from expected non-interaction effect.. This data is from NCI-60 drug combinations with 297,098 pairs across 59 cell lines. (1) Drug 1: CC1=C2C(C(=O)C3(C(CC4C(C3C(C(C2(C)C)(CC1OC(=O)C(C(C5=CC=CC=C5)NC(=O)C6=CC=CC=C6)O)O)OC(=O)C7=CC=CC=C7)(CO4)OC(=O)C)O)C)OC(=O)C. Drug 2: CN(C(=O)NC(C=O)C(C(C(CO)O)O)O)N=O. Cell line: RPMI-8226. Synergy scores: CSS=68.7, Synergy_ZIP=-2.81, Synergy_Bliss=-5.79, Synergy_Loewe=-64.0, Synergy_HSA=-4.51. (2) Drug 1: C1=CC(=CC=C1CCC2=CNC3=C2C(=O)NC(=N3)N)C(=O)NC(CCC(=O)O)C(=O)O. Drug 2: CC1=C(C(=CC=C1)Cl)NC(=O)C2=CN=C(S2)NC3=CC(=NC(=N3)C)N4CCN(CC4)CCO. Cell line: RXF 393. Synergy scores: CSS=23.1, Synergy_ZIP=-7.67, Synergy_Bliss=1.75, Synergy_Loewe=3.43, Synergy_HSA=4.68. (3) Cell line: RXF 393. Drug 1: C1=C(C(=O)NC(=O)N1)F. Synergy scores: CSS=35.7, Synergy_ZIP=-13.4, Synergy_Bliss=-9.86, Synergy_Loewe=-3.65, Synergy_HSA=-2.82. Drug 2: CC1CCC2CC(C(=CC=CC=CC(CC(C(=O)C(C(C(=CC(C(=O)CC(OC(=O)C3CCCCN3C(=O)C(=O)C1(O2)O)C(C)CC4CCC(C(C4)OC)O)C)C)O)OC)C)C)C)OC. (4) Drug 1: CC1C(C(=O)NC(C(=O)N2CCCC2C(=O)N(CC(=O)N(C(C(=O)O1)C(C)C)C)C)C(C)C)NC(=O)C3=C4C(=C(C=C3)C)OC5=C(C(=O)C(=C(C5=N4)C(=O)NC6C(OC(=O)C(N(C(=O)CN(C(=O)C7CCCN7C(=O)C(NC6=O)C(C)C)C)C)C(C)C)C)N)C. Drug 2: CC1C(C(CC(O1)OC2CC(OC(C2O)C)OC3=CC4=CC5=C(C(=O)C(C(C5)C(C(=O)C(C(C)O)O)OC)OC6CC(C(C(O6)C)O)OC7CC(C(C(O7)C)O)OC8CC(C(C(O8)C)O)(C)O)C(=C4C(=C3C)O)O)O)O. Cell line: SNB-19. Synergy scores: CSS=50.1, Synergy_ZIP=-2.17, Synergy_Bliss=0.593, Synergy_Loewe=-7.03, Synergy_HSA=0.180. (5) Drug 1: CC(CN1CC(=O)NC(=O)C1)N2CC(=O)NC(=O)C2. Drug 2: CC1C(C(CC(O1)OC2CC(OC(C2O)C)OC3=CC4=CC5=C(C(=O)C(C(C5)C(C(=O)C(C(C)O)O)OC)OC6CC(C(C(O6)C)O)OC7CC(C(C(O7)C)O)OC8CC(C(C(O8)C)O)(C)O)C(=C4C(=C3C)O)O)O)O. Cell line: PC-3. Synergy scores: CSS=18.1, Synergy_ZIP=-4.50, Synergy_Bliss=1.99, Synergy_Loewe=1.80, Synergy_HSA=1.80.